Task: Predict the reaction yield, written as a fraction of the theoretical maximum amount of product (1.0 means a 100% yield; for example, 0.34 means a 34% yield).. Dataset: Reaction yield outcomes from USPTO patents with 853,638 reactions (1) The reactants are [Cl:1][C:2]1[NH:7][C:6](=[O:8])[N:5]([CH3:9])[C:4](=[O:10])[CH:3]=1.[CH2:11](I)[CH:12]([CH3:14])[CH3:13].C(=O)([O-])[O-].[K+].[K+]. The catalyst is CN(C=O)C. The product is [Cl:1][C:2]1[N:7]([CH2:11][CH:12]([CH3:14])[CH3:13])[C:6](=[O:8])[N:5]([CH3:9])[C:4](=[O:10])[CH:3]=1. The yield is 0.520. (2) The product is [Cl:8][C:7]1[C:2]([Cl:1])=[C:3]2[C:4]([C:2]3[CH2:3][CH2:4][CH2:5][C:23](=[O:26])[C:7]=3[NH:9]2)=[CH:5][CH:6]=1. The yield is 0.600. The reactants are [Cl:1][C:2]1[C:7]([Cl:8])=[CH:6][CH:5]=[CH:4][C:3]=1[NH:9]N=C1CCCCC1=O.OS(O)(=O)=O.[C:23]([O-:26])(O)=O.[Na+]. The catalyst is CC#N. (3) The reactants are [CH3:1][C:2]1[CH:3]=[C:4]([NH:9][C:10]2[S:11][CH:12]=[CH:13][N:14]=2)[CH:5]=[C:6]([CH3:8])[CH:7]=1.[CH3:15][C:16]([O:19][C:20](O[C:20]([O:19][C:16]([CH3:18])([CH3:17])[CH3:15])=[O:21])=[O:21])([CH3:18])[CH3:17]. The catalyst is CN(C1C=CN=CC=1)C.CC(O)(C)C. The product is [CH3:8][C:6]1[CH:5]=[C:4]([N:9]([C:10]2[S:11][CH:12]=[CH:13][N:14]=2)[C:20](=[O:21])[O:19][C:16]([CH3:18])([CH3:17])[CH3:15])[CH:3]=[C:2]([CH3:1])[CH:7]=1. The yield is 0.240. (4) The reactants are [OH:1][C:2]([C:33]1[S:34][CH:35]=[CH:36][CH:37]=1)([C:28]1[S:29][CH:30]=[CH:31][CH:32]=1)[C:3]([O:5][C@H:6]1[CH2:11][CH2:10][C@H:9]([N:12]([CH2:14][CH2:15][N:16]2[C:20]3[CH:21]=[CH:22][C:23]([CH2:25][OH:26])=[CH:24][C:19]=3[O:18][C:17]2=[O:27])[CH3:13])[CH2:8][CH2:7]1)=[O:4].CC(OI1(OC(C)=O)(OC(C)=O)OC(=O)C2C=CC=CC1=2)=O.C(=O)(O)[O-].[Na+].S([O-])([O-])(=O)=S.[Na+].[Na+]. The catalyst is C(Cl)Cl. The product is [OH:1][C:2]([C:28]1[S:29][CH:30]=[CH:31][CH:32]=1)([C:33]1[S:34][CH:35]=[CH:36][CH:37]=1)[C:3]([O:5][C@H:6]1[CH2:11][CH2:10][C@H:9]([N:12]([CH2:14][CH2:15][N:16]2[C:20]3[CH:21]=[CH:22][C:23]([CH:25]=[O:26])=[CH:24][C:19]=3[O:18][C:17]2=[O:27])[CH3:13])[CH2:8][CH2:7]1)=[O:4]. The yield is 1.00. (5) The reactants are F[C:2]1[CH:9]=[CH:8][C:5](C#N)=[CH:4][CH:3]=1.[CH3:10][C:11]1[CH:17]=[CH:16][CH:15]=[C:13]([OH:14])[C:12]=1[OH:18].[C:19]([O-:22])([O-])=[O:20].[Cs+].[Cs+].OS(O)(=O)=O. The catalyst is CC#N. The product is [OH:18][C:12]1[C:11]([CH3:10])=[CH:17][CH:16]=[CH:15][C:13]=1[O:14][C:2]1[CH:9]=[CH:8][C:5]([C:19]([OH:22])=[O:20])=[CH:4][CH:3]=1. The yield is 0.200. (6) The yield is 0.510. No catalyst specified. The reactants are C(OC([N:8]1[CH:12]=[C:11]([CH2:13][CH2:14][CH2:15][CH2:16][CH2:17][C:18]#[CH:19])[N:10]=[C:9]1[NH2:20])=O)(C)(C)C.[N:21]([CH2:24][C:25]([NH:27][C:28]1[CH:33]=[CH:32][CH:31]=[CH:30][CH:29]=1)=[O:26])=[N+:22]=[N-:23]. The product is [NH2:20][C:9]1[NH:8][CH:12]=[C:11]([CH2:13][CH2:14][CH2:15][CH2:16][CH2:17][C:18]2[N:23]=[N:22][N:21]([CH2:24][C:25]([NH:27][C:28]3[CH:33]=[CH:32][CH:31]=[CH:30][CH:29]=3)=[O:26])[CH:19]=2)[N:10]=1. (7) The reactants are [Cl:1][C:2]1[CH:9]=[CH:8][C:5]([CH2:6][NH2:7])=[CH:4][CH:3]=1.[C:10](Cl)(Cl)=[O:11]. The catalyst is C1(C)C=CC=CC=1. The product is [Cl:1][C:2]1[CH:9]=[CH:8][C:5]([CH2:6][N:7]=[C:10]=[O:11])=[CH:4][CH:3]=1. The yield is 1.00.